This data is from Catalyst prediction with 721,799 reactions and 888 catalyst types from USPTO. The task is: Predict which catalyst facilitates the given reaction. Reactant: [CH3:1][O:2][C:3]1[CH:24]=[CH:23][C:6]([CH2:7][N:8]2[C:13]3[S:14][CH:15]=[C:16]([CH:17]=O)[C:12]=3[C:11]3=[N:19][CH:20]=[N:21][N:10]3[C:9]2=[O:22])=[CH:5][CH:4]=1.[CH3:25][C@@H:26]1[O:31][C@H:30]([CH3:32])[CH2:29][NH:28][CH2:27]1.C([BH3-])#N.[Na+]. Product: [CH3:25][C@H:26]1[CH2:27][N:28]([CH2:17][C:16]2[C:12]3[C:11]4[N:10]([N:21]=[CH:20][N:19]=4)[C:9](=[O:22])[N:8]([CH2:7][C:6]4[CH:5]=[CH:4][C:3]([O:2][CH3:1])=[CH:24][CH:23]=4)[C:13]=3[S:14][CH:15]=2)[CH2:29][C@@H:30]([CH3:32])[O:31]1. The catalyst class is: 3.